Task: Predict which catalyst facilitates the given reaction.. Dataset: Catalyst prediction with 721,799 reactions and 888 catalyst types from USPTO (1) Reactant: [C:1]([C:3]1[CH:4]=[CH:5][C:6]([O:31][C:32]2[CH:37]=[C:36]([Cl:38])[CH:35]=[C:34]([Cl:39])[CH:33]=2)=[C:7]([S:9]([N:12]2[CH2:17][CH2:16][N:15](C(OC(C)(C)C)=O)[CH2:14][CH:13]2[CH2:25][N:26]2[CH:30]=[N:29][CH:28]=[N:27]2)(=[O:11])=[O:10])[CH:8]=1)#[N:2].Cl. Product: [ClH:38].[Cl:39][C:34]1[CH:33]=[C:32]([CH:37]=[C:36]([Cl:38])[CH:35]=1)[O:31][C:6]1[CH:5]=[CH:4][C:3]([C:1]#[N:2])=[CH:8][C:7]=1[S:9]([N:12]1[CH2:17][CH2:16][NH:15][CH2:14][CH:13]1[CH2:25][N:26]1[CH:30]=[N:29][CH:28]=[N:27]1)(=[O:11])=[O:10]. The catalyst class is: 135. (2) Reactant: [F:1][C:2]([Si](C)(C)C)([F:4])[F:3].[CH:9]([C:12]1[CH:13]=[C:14]([CH:23]=[CH:24][CH:25]=1)/[CH:15]=[N:16]/[S@:17]([C:19]([CH3:22])([CH3:21])[CH3:20])=[O:18])([CH3:11])[CH3:10]. Product: [CH3:22][C:19]([S@@:17]([NH:16][C@H:15]([C:14]1[CH:23]=[CH:24][CH:25]=[C:12]([CH:9]([CH3:11])[CH3:10])[CH:13]=1)[C:2]([F:4])([F:3])[F:1])=[O:18])([CH3:20])[CH3:21]. The catalyst class is: 1. (3) Reactant: [NH2:1][C:2]1[CH:3]=[CH:4][C:5]2[S:9][N:8]=[C:7]([CH2:10][C:11]([O:13][CH2:14][CH3:15])=[O:12])[C:6]=2[CH:16]=1.CN(C)[C:19]1[O:20][C:21](=[O:29])[CH:22]=[C:23]([C:25]([F:28])([F:27])[F:26])[N:24]=1. The catalyst class is: 15. Product: [O:20]=[C:19]1[NH:24][C:23]([C:25]([F:26])([F:27])[F:28])=[CH:22][C:21](=[O:29])[N:1]1[C:2]1[CH:3]=[CH:4][C:5]2[S:9][N:8]=[C:7]([CH2:10][C:11]([O:13][CH2:14][CH3:15])=[O:12])[C:6]=2[CH:16]=1. (4) Reactant: [Cl:1][C:2]1[CH:34]=[CH:33][C:5]([CH2:6][N:7]2[CH2:12][CH2:11][CH:10]([NH:13][CH2:14][C@@:15]([OH:32])([CH3:31])[CH2:16][O:17][C:18]3[CH:23]=[C:22]([F:24])[CH:21]=[CH:20][C:19]=3[CH2:25][CH2:26][C:27]([O:29]C)=[O:28])[CH2:9][CH2:8]2)=[CH:4][CH:3]=1.[OH-].[Na+].[C:37]([C:41]([OH:43])=[O:42])([F:40])([F:39])[F:38]. Product: [F:38][C:37]([F:40])([F:39])[C:41]([OH:43])=[O:42].[F:38][C:37]([F:40])([F:39])[C:41]([OH:43])=[O:42].[Cl:1][C:2]1[CH:34]=[CH:33][C:5]([CH2:6][N:7]2[CH2:12][CH2:11][CH:10]([NH:13][CH2:14][C@@:15]([OH:32])([CH3:31])[CH2:16][O:17][C:18]3[CH:23]=[C:22]([F:24])[CH:21]=[CH:20][C:19]=3[CH2:25][CH2:26][C:27]([OH:29])=[O:28])[CH2:9][CH2:8]2)=[CH:4][CH:3]=1. The catalyst class is: 1.